This data is from Forward reaction prediction with 1.9M reactions from USPTO patents (1976-2016). The task is: Predict the product of the given reaction. (1) Given the reactants C(OC(=O)[NH:10][C@@H:11]([CH2:19][CH3:20])[C@@H:12]([OH:18])[C:13]1[S:14][CH:15]=[CH:16][N:17]=1)C1C=CC=CC=1.N1CCCCC1.I[Si](C)(C)C.S([O-])([O-])(=O)=S.[Na+].[Na+], predict the reaction product. The product is: [NH2:10][C@@H:11]([CH2:19][CH3:20])[C@H:12]([C:13]1[S:14][CH:15]=[CH:16][N:17]=1)[OH:18]. (2) The product is: [Cl:16][C:11]1[CH:10]=[C:9]([NH:8][C:5]2[N:4]=[C:3]([N:17]3[C:21]([CH3:22])=[CH:20][C:19]([CH3:23])=[N:18]3)[C:2]([C:32]3[CH:31]=[C:30](/[CH:29]=[CH:28]/[C:27]([O:26][CH2:24][CH3:25])=[O:39])[CH:35]=[CH:34][CH:33]=3)=[CH:7][N:6]=2)[CH:14]=[CH:13][C:12]=1[F:15]. Given the reactants Br[C:2]1[C:3]([N:17]2[C:21]([CH3:22])=[CH:20][C:19]([CH3:23])=[N:18]2)=[N:4][C:5]([NH:8][C:9]2[CH:14]=[CH:13][C:12]([F:15])=[C:11]([Cl:16])[CH:10]=2)=[N:6][CH:7]=1.[CH2:24]([O:26][C:27](=[O:39])/[CH:28]=[CH:29]/[C:30]1[CH:31]=[C:32](B(O)O)[CH:33]=[CH:34][CH:35]=1)[CH3:25].C(Cl)Cl.C(=O)([O-])[O-].[Na+].[Na+], predict the reaction product. (3) Given the reactants [CH2:1]([O:8][C:9]1[CH:14]=[CH:13][C:12]([CH:15]([OH:18])[CH2:16][CH3:17])=[C:11]([O:19][C:20]2[C:29]3[C:24](=[CH:25][C:26]([O:32][CH3:33])=[C:27]([O:30][CH3:31])[CH:28]=3)[N:23]=[CH:22][CH:21]=2)[CH:10]=1)[C:2]1[CH:7]=[CH:6][CH:5]=[CH:4][CH:3]=1.O, predict the reaction product. The product is: [CH2:1]([O:8][C:9]1[CH:14]=[CH:13][C:12]([C:15](=[O:18])[CH2:16][CH3:17])=[C:11]([O:19][C:20]2[C:29]3[C:24](=[CH:25][C:26]([O:32][CH3:33])=[C:27]([O:30][CH3:31])[CH:28]=3)[N:23]=[CH:22][CH:21]=2)[CH:10]=1)[C:2]1[CH:7]=[CH:6][CH:5]=[CH:4][CH:3]=1.